Predict the product of the given reaction. From a dataset of Forward reaction prediction with 1.9M reactions from USPTO patents (1976-2016). (1) Given the reactants [N:1]1([C:7]([C:9]2[C:13]([NH2:14])=[CH:12][N:11]([C:15]3[CH:20]=[CH:19][CH:18]=[CH:17][CH:16]=3)[N:10]=2)=[O:8])[CH2:6][CH2:5][O:4][CH2:3][CH2:2]1.N1C=CC=CC=1.[Br:27][C:28]1[CH:33]=[CH:32][CH:31]=[CH:30][C:29]=1[S:34](Cl)(=[O:36])=[O:35].[NH4+].[Cl-], predict the reaction product. The product is: [Br:27][C:28]1[CH:33]=[CH:32][CH:31]=[CH:30][C:29]=1[S:34]([NH:14][C:13]1[C:9]([C:7]([N:1]2[CH2:6][CH2:5][O:4][CH2:3][CH2:2]2)=[O:8])=[N:10][N:11]([C:15]2[CH:16]=[CH:17][CH:18]=[CH:19][CH:20]=2)[CH:12]=1)(=[O:36])=[O:35]. (2) Given the reactants Br[C:2]1[C:3]([CH3:22])=[C:4]([N:8]2[C:17](=[O:18])[C:16]3[C:11](=[C:12]([Cl:19])[CH:13]=[CH:14][CH:15]=3)[N:10]([CH3:20])[C:9]2=[O:21])[CH:5]=[CH:6][CH:7]=1.[CH3:23][C:24]1([CH3:40])[C:28]([CH3:30])([CH3:29])[O:27][B:26]([B:26]2[O:27][C:28]([CH3:30])([CH3:29])[C:24]([CH3:40])([CH3:23])[O:25]2)[O:25]1.C([O-])(=O)C.[K+], predict the reaction product. The product is: [Cl:19][C:12]1[CH:13]=[CH:14][CH:15]=[C:16]2[C:11]=1[N:10]([CH3:20])[C:9](=[O:21])[N:8]([C:4]1[CH:5]=[CH:6][CH:7]=[C:2]([B:26]3[O:27][C:28]([CH3:30])([CH3:29])[C:24]([CH3:40])([CH3:23])[O:25]3)[C:3]=1[CH3:22])[C:17]2=[O:18]. (3) Given the reactants CN1C(C(OC(C)(C)C)=O)CNC1=O.BrC1N=CC=CN=1.C(=O)([O-])[O-].[Cs+].[Cs+].CC1(C)C2C(=C(P(C3C=CC=CC=3)C3C=CC=CC=3)C=CC=2)OC2C(P(C3C=CC=CC=3)C3C=CC=CC=3)=CC=CC1=2.[CH3:70][N:71]1[CH:75]([C:76]([O:78]C(C)(C)C)=[O:77])[CH2:74][N:73]([C:83]2[N:88]=[CH:87][CH:86]=[CH:85][N:84]=2)[C:72]1=[O:89].[C:90]([OH:96])([C:92]([F:95])([F:94])[F:93])=[O:91].C(Cl)Cl, predict the reaction product. The product is: [OH:96][C:90]([C:92]([F:95])([F:94])[F:93])=[O:91].[CH3:70][N:71]1[C@H:75]([C:76]([OH:78])=[O:77])[CH2:74][N:73]([C:83]2[N:84]=[CH:85][CH:86]=[CH:87][N:88]=2)[C:72]1=[O:89]. (4) The product is: [CH:1]([O:4][C:5]1[C:14]2[C:9](=[CH:10][C:11]([C:15]([N:25]3[CH2:29][CH2:28][CH2:27][CH2:26]3)=[O:16])=[CH:12][CH:13]=2)[CH:8]=[C:7]([NH:18][C:19]2[CH:23]=[C:22]([CH3:24])[NH:21][N:20]=2)[N:6]=1)([CH3:3])[CH3:2]. Given the reactants [CH:1]([O:4][C:5]1[C:14]2[C:9](=[CH:10][C:11]([C:15](O)=[O:16])=[CH:12][CH:13]=2)[CH:8]=[C:7]([NH:18][C:19]2[CH:23]=[C:22]([CH3:24])[NH:21][N:20]=2)[N:6]=1)([CH3:3])[CH3:2].[NH:25]1[CH2:29][CH2:28][CH2:27][CH2:26]1, predict the reaction product. (5) Given the reactants [N+:1]([C:4]1[C:5]([N:13]2[CH2:18][CH2:17][CH2:16][C@H:15]([NH:19][C:20](=[O:26])[O:21][C:22]([CH3:25])([CH3:24])[CH3:23])[CH2:14]2)=[C:6]2[CH:12]=[CH:11][S:10][C:7]2=[N:8][CH:9]=1)([O-])=O.[NH4+].[Cl-].CCO, predict the reaction product. The product is: [NH2:1][C:4]1[C:5]([N:13]2[CH2:18][CH2:17][CH2:16][C@H:15]([NH:19][C:20](=[O:26])[O:21][C:22]([CH3:24])([CH3:23])[CH3:25])[CH2:14]2)=[C:6]2[CH:12]=[CH:11][S:10][C:7]2=[N:8][CH:9]=1. (6) The product is: [CH3:42][C:35]1[CH:40]=[CH:39][C:38]([S:41][C:7]2[C:20]3[C:19](=[O:21])[C:18]4[C:13](=[C:14]([S:41][C:38]5[CH:39]=[CH:40][C:35]([CH3:42])=[CH:36][CH:37]=5)[CH:15]=[CH:16][CH:17]=4)[C:12](=[O:30])[C:11]=3[CH:10]=[CH:9][CH:8]=2)=[CH:37][CH:36]=1. Given the reactants BrC1C=CC(O[C:7]2[C:20]3[C:19](=[O:21])[C:18]4[C:13](=[C:14](OC5C=CC(Br)=CC=5)[CH:15]=[CH:16][CH:17]=4)[C:12](=[O:30])[C:11]=3[CH:10]=[CH:9][CH:8]=2)=CC=1.[OH-].[K+].[C:35]1([CH3:42])[CH:40]=[CH:39][C:38]([SH:41])=[CH:37][CH:36]=1, predict the reaction product.